Dataset: Forward reaction prediction with 1.9M reactions from USPTO patents (1976-2016). Task: Predict the product of the given reaction. (1) Given the reactants C(OC([N:8]1[CH2:12][CH:11]([NH:13][C:14]([C:16]2[CH:17]=[N:18][CH:19]=[CH:20][C:21]=2[NH:22][C:23]2[C:28]([O:29][CH3:30])=[CH:27][N:26]=[C:25]([C:31]3[CH:36]=[C:35]([Cl:37])[CH:34]=[CH:33][C:32]=3[F:38])[N:24]=2)=[O:15])[CH2:10][CH:9]1[C:39](=[O:43])[N:40]([CH3:42])[CH3:41])=O)(C)(C)C, predict the reaction product. The product is: [Cl:37][C:35]1[CH:34]=[CH:33][C:32]([F:38])=[C:31]([C:25]2[N:24]=[C:23]([NH:22][C:21]3[C:16]([C:14]([NH:13][CH:11]4[CH2:10][CH:9]([C:39](=[O:43])[N:40]([CH3:42])[CH3:41])[NH:8][CH2:12]4)=[O:15])=[CH:17][N:18]=[CH:19][CH:20]=3)[C:28]([O:29][CH3:30])=[CH:27][N:26]=2)[CH:36]=1. (2) Given the reactants [Cl:1][C:2]1[CH:20]=[CH:19][C:5]([CH2:6][N:7]2[C:15]3[C:10](=[CH:11][CH:12]=[CH:13][C:14]=3[C:16](O)=[O:17])[CH:9]=[CH:8]2)=[CH:4][CH:3]=1.Cl.[NH2:22][CH2:23][CH2:24][CH2:25][CH2:26][CH2:27][C:28]([O:30]C)=[O:29].C1C=CC2N(O)N=NC=2C=1.N=C=N.C(=O)([O-])[O-].[N-]=C=O, predict the reaction product. The product is: [Cl:1][C:2]1[CH:20]=[CH:19][C:5]([CH2:6][N:7]2[C:15]3[C:10](=[CH:11][CH:12]=[CH:13][C:14]=3[C:16]([NH:22][CH2:23][CH2:24][CH2:25][CH2:26][CH2:27][C:28]([OH:30])=[O:29])=[O:17])[CH:9]=[CH:8]2)=[CH:4][CH:3]=1. (3) Given the reactants [CH3:1][O:2][C:3]([C:5]1[CH:6]=[C:7]2[C:11](=[CH:12][CH:13]=1)[NH:10][C:9]([C:14]([OH:16])=O)=[CH:8]2)=[O:4].[OH-].[NH4+:18], predict the reaction product. The product is: [C:14]([C:9]1[NH:10][C:11]2[C:7]([CH:8]=1)=[CH:6][C:5]([C:3]([O:2][CH3:1])=[O:4])=[CH:13][CH:12]=2)(=[O:16])[NH2:18]. (4) Given the reactants [CH3:1][N:2]1[C:6]([O:7][C:8]2[CH:13]=[C:12]([CH3:14])[CH:11]=[C:10]([C:15]#[C:16][C:17]3[CH:22]=[CH:21][C:20](F)=[CH:19][CH:18]=3)[N:9]=2)=[CH:5][C:4]([C:24]([F:27])([F:26])[F:25])=[N:3]1.C(C1N=C(OC2N(C)N=C([C:43]([F:46])([F:45])[F:44])C=2)C=C(C)C=1)#C.CN1C(OC2C=C(C)C=C(C#CC=C(C)C)N=2)=CC(C(F)(F)F)=N1.CN1C(OC2C=C(C)C=C(C#CC(OCC)OCC)N=2)=CC(C(F)(F)F)=N1.CN1C(OC2C=C(C)C=C(C#CC=O)N=2)=CC(C(F)(F)F)=N1.CN1C(OC2C=C(C)C=C(C#CCC(C)=C)N=2)=CC(C(F)(F)F)=N1, predict the reaction product. The product is: [CH3:1][N:2]1[C:6]([O:7][C:8]2[CH:13]=[C:12]([CH3:14])[CH:11]=[C:10]([C:15]#[C:16][C:17]3[CH:22]=[CH:21][C:20]([C:43]([F:46])([F:45])[F:44])=[CH:19][CH:18]=3)[N:9]=2)=[CH:5][C:4]([C:24]([F:27])([F:25])[F:26])=[N:3]1. (5) Given the reactants [CH:1]1([C:6]2[CH:7]=[CH:8][C:9]([C:17]([OH:19])=O)=[N:10][C:11]=2[O:12][CH2:13][CH:14]2[CH2:16][CH2:15]2)[CH2:5][CH2:4][CH2:3][CH2:2]1.[NH2:20][C:21]([CH3:27])([CH3:26])[C:22]([NH:24][CH3:25])=[O:23], predict the reaction product. The product is: [CH3:26][C:21]([NH:20][C:17]([C:9]1[CH:8]=[CH:7][C:6]([CH:1]2[CH2:2][CH2:3][CH2:4][CH2:5]2)=[C:11]([O:12][CH2:13][CH:14]2[CH2:15][CH2:16]2)[N:10]=1)=[O:19])([C:22](=[O:23])[NH:24][CH3:25])[CH3:27]. (6) Given the reactants [O:1]([C:8]1[CH:13]=[CH:12][CH2:11][CH:10]([CH2:14][N:15]2[CH2:19][CH2:18][CH2:17][C:16]2=[O:20])[CH:9]=1)[C:2]1[CH:7]=[CH:6][CH:5]=[CH:4][CH:3]=1.C[Si]([N-][Si](C)(C)C)(C)C.[Li+].[CH2:31]([O:33][C:34](=[O:37])CCl)[CH3:32], predict the reaction product. The product is: [CH2:31]([O:33][C:34]([CH:17]1[CH2:18][CH2:19][N:15]([CH2:14][C:10]2[CH:11]=[CH:12][CH:13]=[C:8]([O:1][C:2]3[CH:3]=[CH:4][CH:5]=[CH:6][CH:7]=3)[CH:9]=2)[C:16]1=[O:20])=[O:37])[CH3:32].